From a dataset of Forward reaction prediction with 1.9M reactions from USPTO patents (1976-2016). Predict the product of the given reaction. Given the reactants [C:1]([C:5]1[CH:10]=[C:9]([Cl:11])[CH:8]=[CH:7][C:6]=1[OH:12])([CH3:4])([CH3:3])[CH3:2].[C:13](O)(=[O:16])[CH:14]=[O:15].C1(C)C=CC(S(O)(=O)=O)=CC=1, predict the reaction product. The product is: [C:1]([C:5]1[C:6]2[O:12][C:14](=[O:15])[CH:13]([OH:16])[C:7]=2[CH:8]=[C:9]([Cl:11])[CH:10]=1)([CH3:4])([CH3:2])[CH3:3].